Dataset: Catalyst prediction with 721,799 reactions and 888 catalyst types from USPTO. Task: Predict which catalyst facilitates the given reaction. (1) Reactant: Cl.[CH:2]1([NH:8][C:9]2[C:10]3[CH:27]=[N:26][N:25]([CH2:28][CH3:29])[C:11]=3[N:12]=[CH:13][C:14]=2[C:15]2[CH2:19][C:18]3([CH2:24][CH2:23][NH:22][CH2:21][CH2:20]3)[O:17][N:16]=2)[CH2:7][CH2:6][CH2:5][CH2:4][CH2:3]1.C(N(CC)CC)C.[C:37](Cl)(=[O:42])[C:38]([CH3:41])([CH3:40])[CH3:39]. Product: [CH:2]1([NH:8][C:9]2[C:10]3[CH:27]=[N:26][N:25]([CH2:28][CH3:29])[C:11]=3[N:12]=[CH:13][C:14]=2[C:15]2[CH2:19][C:18]3([CH2:24][CH2:23][N:22]([C:37](=[O:42])[C:38]([CH3:41])([CH3:40])[CH3:39])[CH2:21][CH2:20]3)[O:17][N:16]=2)[CH2:3][CH2:4][CH2:5][CH2:6][CH2:7]1. The catalyst class is: 4. (2) Reactant: Cl.C([O:6][C:7](=[O:19])[C@H:8]([CH2:17][NH2:18])[NH:9]C(OC(C)(C)C)=O)(C)(C)C.[NH2:20][C:21]1[C:22]([OH:32])=[C:23]([S:28]([OH:31])(=[O:30])=[O:29])[CH:24]=[C:25]([Cl:27])[CH:26]=1.Cl[C:34](Cl)([O:36]C(=O)OC(Cl)(Cl)Cl)Cl.N1C=CC=CC=1. Product: [NH2:9][C@@H:8]([CH2:17][NH:18][C:34](=[O:36])[NH:20][C:21]1[CH:26]=[C:25]([Cl:27])[CH:24]=[C:23]([S:28]([OH:31])(=[O:30])=[O:29])[C:22]=1[OH:32])[C:7]([OH:6])=[O:19]. The catalyst class is: 2. (3) Reactant: [Cl:1][C:2]1[CH:11]=[C:10]2[C:5]([C:6]([NH:12][CH:13]3[CH2:18][CH2:17][CH:16]([NH2:19])[CH2:15][CH2:14]3)=[CH:7][CH:8]=[N:9]2)=[CH:4][CH:3]=1.[Cl:20][C:21]1[CH:26]=[CH:25][C:24]([N:27]=[C:28]=[O:29])=[CH:23][CH:22]=1. Product: [Cl:20][C:21]1[CH:26]=[CH:25][C:24]([NH:27][C:28]([NH:19][C@H:16]2[CH2:15][CH2:14][C@@H:13]([NH:12][C:6]3[C:5]4[C:10](=[CH:11][C:2]([Cl:1])=[CH:3][CH:4]=4)[N:9]=[CH:8][CH:7]=3)[CH2:18][CH2:17]2)=[O:29])=[CH:23][CH:22]=1. The catalyst class is: 22. (4) Reactant: [Br:1][C:2]1[CH:7]=[C:6]([F:8])[C:5]([CH2:9][OH:10])=[C:4]([F:11])[CH:3]=1.[CH3:12][S:13](Cl)(=[O:15])=[O:14]. Product: [CH3:12][S:13]([O:10][CH2:9][C:5]1[C:4]([F:11])=[CH:3][C:2]([Br:1])=[CH:7][C:6]=1[F:8])(=[O:15])=[O:14]. The catalyst class is: 2. (5) Reactant: [Cl:1][C:2]1[CH:7]=[C:6](Cl)[N:5]2[N:9]=[CH:10][CH:11]=[C:4]2[N:3]=1.CCN(CC)CC.[CH:19]1([NH2:22])[CH2:21][CH2:20]1. Product: [Cl:1][C:2]1[CH:7]=[C:6]([NH:22][CH:19]2[CH2:21][CH2:20]2)[N:5]2[N:9]=[CH:10][CH:11]=[C:4]2[N:3]=1. The catalyst class is: 10. (6) Reactant: [CH3:1][O:2][C:3]1[CH:4]=[C:5]([CH2:11][C:12]([OH:14])=O)[CH:6]=[CH:7][C:8]=1[O:9][CH3:10].[NH:15]1[CH2:20][CH2:19][CH:18]([CH2:21][CH2:22][OH:23])[CH2:17][CH2:16]1.Cl.CN(C)CCCN=C=NCC. Product: [CH3:1][O:2][C:3]1[CH:4]=[C:5]([CH2:11][C:12]([N:15]2[CH2:20][CH2:19][CH:18]([CH2:21][CH2:22][OH:23])[CH2:17][CH2:16]2)=[O:14])[CH:6]=[CH:7][C:8]=1[O:9][CH3:10]. The catalyst class is: 4.